From a dataset of Full USPTO retrosynthesis dataset with 1.9M reactions from patents (1976-2016). Predict the reactants needed to synthesize the given product. Given the product [Cl:1][C:2]1[CH:3]=[C:4]2[C:8](=[C:9]([F:11])[CH:10]=1)[NH:7][CH:6]=[C:5]2[CH2:19][CH2:20][NH:21][C:22]([C:24]1[CH:28]=[C:27]([CH2:29][C:30]2[CH:35]=[C:34]([F:36])[CH:33]=[CH:32][C:31]=2[F:37])[O:26][N:25]=1)=[O:23], predict the reactants needed to synthesize it. The reactants are: [Cl:1][C:2]1[CH:3]=[C:4]2[C:8](=[C:9]([F:11])[CH:10]=1)[NH:7][C:6]([Si](CC)(CC)CC)=[C:5]2[CH2:19][CH2:20][NH:21][C:22]([C:24]1[CH:28]=[C:27]([CH2:29][C:30]2[CH:35]=[C:34]([F:36])[CH:33]=[CH:32][C:31]=2[F:37])[O:26][N:25]=1)=[O:23].